Predict the product of the given reaction. From a dataset of Forward reaction prediction with 1.9M reactions from USPTO patents (1976-2016). (1) Given the reactants CN[C:3]([NH:5][N:6]=O)=N.[Cl:8][C:9]1[CH:10]=[C:11](/[CH:15]=[CH:16]/[C:17]([O:19]C)=[O:18])[CH:12]=[CH:13][CH:14]=1.[C:21](=O)([O-])[O-].[Cs+].[Cs+].IC.C([O-])(=O)C.C([O-])(=O)C.C([O-])(=O)C.C([O-])(=O)C.[Pb+4].Cl, predict the reaction product. The product is: [Cl:8][C:9]1[CH:10]=[C:11]([C:15]2[C:16]([C:17]([OH:19])=[O:18])=[N:6][N:5]([CH3:3])[CH:21]=2)[CH:12]=[CH:13][CH:14]=1. (2) Given the reactants [Br:1][C:2]1[C:3](=[O:27])[NH:4][C:5]([CH:8]([N:10]2[CH2:15][CH2:14][N:13]([S:16]([C:19]3[CH:24]=[CH:23][C:22]([O:25][CH3:26])=[CH:21][CH:20]=3)(=[O:18])=[O:17])[CH2:12][CH2:11]2)[CH3:9])=[N:6][CH:7]=1.I[CH:29]1[CH2:33][CH2:32][CH2:31][CH2:30]1.C(=O)([O-])[O-].[K+].[K+], predict the reaction product. The product is: [Br:1][C:2]1[C:3]([O:27][CH:29]2[CH2:33][CH2:32][CH2:31][CH2:30]2)=[N:4][C:5]([CH:8]([N:10]2[CH2:15][CH2:14][N:13]([S:16]([C:19]3[CH:24]=[CH:23][C:22]([O:25][CH3:26])=[CH:21][CH:20]=3)(=[O:18])=[O:17])[CH2:12][CH2:11]2)[CH3:9])=[N:6][CH:7]=1. (3) The product is: [C:34]([NH:33][C:27]([CH2:12][CH:13]1[CH2:14][C:15]([F:17])([F:18])[CH2:16]1)([C:28]([O:30][CH2:31][CH3:32])=[O:29])[C:26]([O:25][CH2:23][CH3:24])=[O:37])(=[O:36])[CH3:35]. Given the reactants BrC1C=CC(S(O[CH2:12][CH:13]2[CH2:16][C:15]([F:18])([F:17])[CH2:14]2)(=O)=O)=CC=1.[Na+].[I-].[H-].[Na+].[CH2:23]([O:25][C:26](=[O:37])[CH:27]([NH:33][C:34](=[O:36])[CH3:35])[C:28]([O:30][CH2:31][CH3:32])=[O:29])[CH3:24].S(C1C=CC(Br)=CC=1)([O-])(=O)=O.[I-], predict the reaction product. (4) Given the reactants Cl.[S:2]1[C:10]2[CH2:9][CH2:8][NH:7][CH2:6][C:5]=2[CH:4]=[CH:3]1.Br[CH:12]([C:16]1[CH:21]=[CH:20][CH:19]=[CH:18][C:17]=1[Cl:22])[C:13]([OH:15])=[O:14].[OH-].[K+].Cl, predict the reaction product. The product is: [Cl:22][C:17]1[CH:18]=[CH:19][CH:20]=[CH:21][C:16]=1[CH:12]([N:7]1[CH2:8][CH2:9][C:10]2[S:2][CH:3]=[CH:4][C:5]=2[CH2:6]1)[C:13]([OH:15])=[O:14]. (5) Given the reactants C([NH:4][C:5]1[S:6][CH:7]=[C:8]([C:10]2[CH:15]=[CH:14][C:13]([N:16]3[C:20]([Cl:21])=[CH:19][C:18]([NH:22][C:23]([NH:25][C:26]4[CH:31]=[CH:30][CH:29]=[CH:28][C:27]=4[F:32])=[O:24])=[C:17]3[C:33](OCC)=[O:34])=[CH:12][CH:11]=2)[N:9]=1)(=O)C.CO[Na].[Na].[OH-].[K+], predict the reaction product. The product is: [NH2:4][C:5]1[S:6][CH:7]=[C:8]([C:10]2[CH:15]=[CH:14][C:13]([N:16]3[C:17]4[C:33](=[O:34])[N:25]([C:26]5[CH:31]=[CH:30][CH:29]=[CH:28][C:27]=5[F:32])[C:23](=[O:24])[NH:22][C:18]=4[CH:19]=[C:20]3[Cl:21])=[CH:12][CH:11]=2)[N:9]=1. (6) Given the reactants C12(COC3C(C4CC4)=CC(C(O)=O)=CN=3)CC3CC(CC(C3)C1)C2.[C:25]12([CH2:35][O:36][C:37]3[C:45]([CH:46]4[CH2:48][C:47]4([F:50])[F:49])=[CH:44][C:40]([C:41](O)=[O:42])=[C:39]([F:51])[CH:38]=3)[CH2:34][CH:29]3[CH2:30][CH:31]([CH2:33][CH:27]([CH2:28]3)[CH2:26]1)[CH2:32]2.COCCS(N)(=O)=O.[CH:60]1([S:63]([NH2:66])(=[O:65])=[O:64])[CH2:62][CH2:61]1, predict the reaction product. The product is: [C:25]12([CH2:35][O:36][C:37]3[C:45]([CH:46]4[CH2:48][C:47]4([F:50])[F:49])=[CH:44][C:40]([C:41]([NH:66][S:63]([CH:60]4[CH2:62][CH2:61]4)(=[O:65])=[O:64])=[O:42])=[C:39]([F:51])[CH:38]=3)[CH2:32][CH:31]3[CH2:33][CH:27]([CH2:28][CH:29]([CH2:30]3)[CH2:34]1)[CH2:26]2.